From a dataset of NCI-60 drug combinations with 297,098 pairs across 59 cell lines. Regression. Given two drug SMILES strings and cell line genomic features, predict the synergy score measuring deviation from expected non-interaction effect. (1) Drug 1: CNC(=O)C1=CC=CC=C1SC2=CC3=C(C=C2)C(=NN3)C=CC4=CC=CC=N4. Drug 2: C1=C(C(=O)NC(=O)N1)F. Cell line: SF-295. Synergy scores: CSS=31.0, Synergy_ZIP=-11.5, Synergy_Bliss=-7.85, Synergy_Loewe=-5.25, Synergy_HSA=-4.99. (2) Drug 1: CC1=C(C=C(C=C1)NC2=NC=CC(=N2)N(C)C3=CC4=NN(C(=C4C=C3)C)C)S(=O)(=O)N.Cl. Drug 2: C1=C(C(=O)NC(=O)N1)N(CCCl)CCCl. Cell line: TK-10. Synergy scores: CSS=10.7, Synergy_ZIP=1.93, Synergy_Bliss=3.51, Synergy_Loewe=-2.24, Synergy_HSA=2.95. (3) Drug 1: CN1C2=C(C=C(C=C2)N(CCCl)CCCl)N=C1CCCC(=O)O.Cl. Drug 2: B(C(CC(C)C)NC(=O)C(CC1=CC=CC=C1)NC(=O)C2=NC=CN=C2)(O)O. Cell line: HOP-92. Synergy scores: CSS=58.7, Synergy_ZIP=0.251, Synergy_Bliss=1.70, Synergy_Loewe=-30.2, Synergy_HSA=1.58. (4) Drug 1: CCC(=C(C1=CC=CC=C1)C2=CC=C(C=C2)OCCN(C)C)C3=CC=CC=C3.C(C(=O)O)C(CC(=O)O)(C(=O)O)O. Drug 2: CCC1=C2CN3C(=CC4=C(C3=O)COC(=O)C4(CC)O)C2=NC5=C1C=C(C=C5)O. Cell line: NCI-H460. Synergy scores: CSS=30.1, Synergy_ZIP=1.27, Synergy_Bliss=4.39, Synergy_Loewe=-84.2, Synergy_HSA=3.22.